This data is from Reaction yield outcomes from USPTO patents with 853,638 reactions. The task is: Predict the reaction yield, written as a fraction of the theoretical maximum amount of product (1.0 means a 100% yield; for example, 0.34 means a 34% yield). (1) The reactants are C([O:9][CH2:10][C:11]1[CH:16]=[C:15]([C@H:17]2[C@H:22]([O:23][CH2:24][C:25]3[CH:30]=[CH:29][CH:28]=[CH:27][CH:26]=3)[C@@H:21]([O:31][CH2:32][C:33]3[CH:38]=[CH:37][CH:36]=[CH:35][CH:34]=3)[C@H:20]([O:39][CH2:40][C:41]3[CH:46]=[CH:45][CH:44]=[CH:43][CH:42]=3)[C@@H:19]([CH2:47][O:48][CH2:49][C:50]3[CH:55]=[CH:54][CH:53]=[CH:52][CH:51]=3)[O:18]2)[CH:14]=[CH:13][C:12]=1[Cl:56])(=O)C1C=CC=CC=1. The catalyst is C1COCC1.CO.O. The product is [Cl:56][C:12]1[CH:13]=[CH:14][C:15]([C@H:17]2[C@H:22]([O:23][CH2:24][C:25]3[CH:26]=[CH:27][CH:28]=[CH:29][CH:30]=3)[C@@H:21]([O:31][CH2:32][C:33]3[CH:38]=[CH:37][CH:36]=[CH:35][CH:34]=3)[C@H:20]([O:39][CH2:40][C:41]3[CH:42]=[CH:43][CH:44]=[CH:45][CH:46]=3)[C@@H:19]([CH2:47][O:48][CH2:49][C:50]3[CH:51]=[CH:52][CH:53]=[CH:54][CH:55]=3)[O:18]2)=[CH:16][C:11]=1[CH2:10][OH:9]. The yield is 0.100. (2) The reactants are [CH3:1][O:2][C:3]1[CH:8]=[C:7](F)[C:6]([CH3:10])=[CH:5][C:4]=1[N+:11]([O-:13])=[O:12].C([O-])([O-])=O.[K+].[K+].Cl.[CH3:21][S:22]([CH2:25][CH2:26][N:27]1[CH2:32][CH2:31][NH:30][CH2:29][CH2:28]1)(=[O:24])=[O:23].O. The catalyst is CS(C)=O. The product is [CH3:10][C:6]1[CH:5]=[C:4]([N+:11]([O-:13])=[O:12])[C:3]([O:2][CH3:1])=[CH:8][C:7]=1[N:30]1[CH2:29][CH2:28][N:27]([CH2:26][CH2:25][S:22]([CH3:21])(=[O:23])=[O:24])[CH2:32][CH2:31]1. The yield is 0.680. (3) The reactants are [F:1][C:2]1[C:11]([O:12][CH3:13])=[CH:10][CH:9]=[C:8]([CH:14]=O)[C:3]=1[C:4]([O:6]C)=O.Cl.[NH2:17][CH2:18][C@H:19]1[CH2:24][CH2:23][C@H:22]([C:25]([O:27][CH3:28])=[O:26])[CH2:21][CH2:20]1.CCN(C(C)C)C(C)C.[BH-](OC(C)=O)(OC(C)=O)OC(C)=O.[Na+]. The catalyst is ClCCCl.C1COCC1.CCCCCC.CCOC(C)=O. The product is [F:1][C:2]1[C:11]([O:12][CH3:13])=[CH:10][CH:9]=[C:8]2[C:3]=1[C:4](=[O:6])[N:17]([CH2:18][C@H:19]1[CH2:20][CH2:21][C@H:22]([C:25]([O:27][CH3:28])=[O:26])[CH2:23][CH2:24]1)[CH2:14]2. The yield is 0.930. (4) The reactants are [CH:1]12[O:8][CH:5]([CH2:6][CH2:7]1)[CH2:4][N:3]([C:9]1[C:14]([CH2:15]O)=[CH:13][CH:12]=[CH:11][N:10]=1)[CH2:2]2.O=S(Cl)[Cl:19]. The catalyst is ClCCl. The product is [Cl:19][CH2:15][C:14]1[C:9]([N:3]2[CH2:4][CH:5]3[O:8][CH:1]([CH2:7][CH2:6]3)[CH2:2]2)=[N:10][CH:11]=[CH:12][CH:13]=1. The yield is 0.980. (5) The reactants are C[Si]([N-][Si](C)(C)C)(C)C.[Li+].[N:11]1([C:17]2[S:18][C:19]3[C:24](=[O:25])[N:23]=[CH:22][NH:21][C:20]=3[N:26]=2)[CH2:16][CH2:15][O:14][CH2:13][CH2:12]1.Br[CH2:28][C:29]1[CH:34]=[CH:33][CH:32]=[CH:31][C:30]=1[C:35]([F:38])([F:37])[F:36]. The catalyst is O1CCCC1. The product is [N:11]1([C:17]2[S:18][C:19]3[C:24](=[O:25])[N:23]=[CH:22][N:21]([CH2:28][C:29]4[CH:34]=[CH:33][CH:32]=[CH:31][C:30]=4[C:35]([F:36])([F:37])[F:38])[C:20]=3[N:26]=2)[CH2:16][CH2:15][O:14][CH2:13][CH2:12]1. The yield is 0.550.